Predict which catalyst facilitates the given reaction. From a dataset of Catalyst prediction with 721,799 reactions and 888 catalyst types from USPTO. (1) Reactant: [CH3:1][O:2][Na].[F:4][C:5]1[CH:6]=[C:7]([CH:10]=[CH:11][CH:12]=1)[C:8]#[N:9]. Product: [F:4][C:5]1[CH:6]=[C:7]([C:8](=[NH:9])[O:2][CH3:1])[CH:10]=[CH:11][CH:12]=1. The catalyst class is: 5. (2) Reactant: [CH2:1]([O:8][C:9]1[CH:10]=[CH:11][C:12]([C:20]([F:23])([F:22])[F:21])=[C:13]2[C:17]=1[NH:16][CH2:15][C:14]2([CH3:19])[CH3:18])[C:2]1[CH:7]=[CH:6][CH:5]=[CH:4][CH:3]=1.Br[C:25]1[CH:30]=[CH:29][CH:28]=[CH:27][C:26]=1[N+:31]([O-:33])=[O:32].C1C=CC(P(C2C(C3C(P(C4C=CC=CC=4)C4C=CC=CC=4)=CC=C4C=3C=CC=C4)=C3C(C=CC=C3)=CC=2)C2C=CC=CC=2)=CC=1.C([O-])([O-])=O.[Cs+].[Cs+]. Product: [CH2:1]([O:8][C:9]1[CH:10]=[CH:11][C:12]([C:20]([F:23])([F:22])[F:21])=[C:13]2[C:17]=1[N:16]([C:25]1[CH:30]=[CH:29][CH:28]=[CH:27][C:26]=1[N+:31]([O-:33])=[O:32])[CH2:15][C:14]2([CH3:19])[CH3:18])[C:2]1[CH:3]=[CH:4][CH:5]=[CH:6][CH:7]=1. The catalyst class is: 101. (3) Reactant: [CH3:1][N:2]1[CH:6]=[CH:5][N:4]=[CH:3]1.[F:7][C:8]([F:18])([F:17])[C:9]1[CH:10]=[C:11]([CH:14]=[CH:15][CH:16]=1)[CH2:12][Br:13].C(OCC)C. Product: [Br-:13].[CH3:1][N+:2]1[CH:6]=[CH:5][N:4]([CH2:12][C:11]2[CH:14]=[CH:15][CH:16]=[C:9]([C:8]([F:7])([F:17])[F:18])[CH:10]=2)[CH:3]=1. The catalyst class is: 26. (4) The catalyst class is: 51. Product: [C:18]([C:13]1[CH:14]=[CH:15][CH:16]=[CH:17][C:12]=1[O:11][C@H:8]1[CH2:9][CH2:10][C@H:5]([C:3]([NH:21][NH2:22])=[O:2])[CH2:6][CH2:7]1)#[N:19]. Reactant: C[O:2][C:3]([C@H:5]1[CH2:10][CH2:9][C@H:8]([O:11][C:12]2[CH:17]=[CH:16][CH:15]=[CH:14][C:13]=2[C:18]#[N:19])[CH2:7][CH2:6]1)=O.O.[NH2:21][NH2:22]. (5) Reactant: [I:1][C:2]1[CH:3]=[C:4]2[C:8](=[CH:9][CH:10]=1)[NH:7][C:6](=[O:11])[C:5]2=O.[N+:13]([C:16]1[CH:17]=[C:18]([CH:23]=[CH:24][CH:25]=1)[C:19]([NH:21][NH2:22])=[O:20])([O-:15])=[O:14]. Product: [I:1][C:2]1[CH:3]=[C:4]2[C:8](=[CH:9][CH:10]=1)[NH:7][C:6](=[O:11])[C:5]2=[N:22][NH:21][C:19](=[O:20])[C:18]1[CH:23]=[CH:24][CH:25]=[C:16]([N+:13]([O-:15])=[O:14])[CH:17]=1. The catalyst class is: 15.